From a dataset of Full USPTO retrosynthesis dataset with 1.9M reactions from patents (1976-2016). Predict the reactants needed to synthesize the given product. (1) Given the product [C:30]([O:17][NH:16][C:14](=[O:15])[CH2:13][CH:12]([C:6]1[CH:7]=[CH:8][C:9]([O:10][CH3:11])=[C:4]([O:3][CH2:1][CH3:2])[CH:5]=1)[N:18]1[C:26](=[O:27])[C:25]2[C:20](=[CH:21][CH:22]=[C:23]([CH3:28])[CH:24]=2)[C:19]1=[O:29])(=[O:32])[CH3:31], predict the reactants needed to synthesize it. The reactants are: [CH2:1]([O:3][C:4]1[CH:5]=[C:6]([CH:12]([N:18]2[C:26](=[O:27])[C:25]3[C:20](=[CH:21][CH:22]=[C:23]([CH3:28])[CH:24]=3)[C:19]2=[O:29])[CH2:13][C:14]([NH:16][OH:17])=[O:15])[CH:7]=[CH:8][C:9]=1[O:10][CH3:11])[CH3:2].[C:30](OC(=O)C)(=[O:32])[CH3:31]. (2) Given the product [CH2:14]([N:21]1[CH2:30][CH2:29][C:28]2[C:23](=[N:24][C:25]([N:45]3[CH2:44][CH2:43][CH:42]([O:41][C:40]4[CH:48]=[CH:49][C:50]([F:52])=[CH:51][C:39]=4[F:38])[CH2:47][CH2:46]3)=[C:26]([NH:31][C:32]([CH3:35])([CH3:34])[CH3:33])[N:27]=2)[CH2:22]1)[C:15]1[CH:20]=[CH:19][CH:18]=[CH:17][CH:16]=1.[C:8]([OH:9])([C:10]([F:13])([F:12])[F:11])=[O:7], predict the reactants needed to synthesize it. The reactants are: CC(C)([O-])C.[Na+].[OH:7][C:8]([C:10]([F:13])([F:12])[F:11])=[O:9].[CH2:14]([N:21]1[CH2:30][CH2:29][C:28]2[C:23](=[N:24][C:25](Cl)=[C:26]([NH:31][C:32]([CH3:35])([CH3:34])[CH3:33])[N:27]=2)[CH2:22]1)[C:15]1[CH:20]=[CH:19][CH:18]=[CH:17][CH:16]=1.Cl.[F:38][C:39]1[CH:51]=[C:50]([F:52])[CH:49]=[CH:48][C:40]=1[O:41][CH:42]1[CH2:47][CH2:46][NH:45][CH2:44][CH2:43]1. (3) Given the product [NH2:24][C:5]1[C:4]([CH:1]2[CH2:3][CH2:2]2)=[CH:23][C:8]2[C:9]([C:19]([O:21][CH3:22])=[O:20])=[C:10]([C:12]3[CH:17]=[CH:16][C:15]([F:18])=[CH:14][CH:13]=3)[O:11][C:7]=2[CH:6]=1, predict the reactants needed to synthesize it. The reactants are: [CH:1]1([C:4]2[C:5]([N+:24]([O-])=O)=[CH:6][C:7]3[O:11][C:10]([C:12]4[CH:17]=[CH:16][C:15]([F:18])=[CH:14][CH:13]=4)=[C:9]([C:19]([O:21][CH3:22])=[O:20])[C:8]=3[CH:23]=2)[CH2:3][CH2:2]1. (4) The reactants are: Br[C:2]1[CH:7]=[CH:6][C:5]([N:8]2[C:12]([C:13]3[CH:18]=[CH:17][CH:16]=[CH:15][CH:14]=3)=[CH:11][C:10]([C:19]3[CH:24]=[CH:23][CH:22]=[CH:21][CH:20]=3)=[N:9]2)=[CH:4][CH:3]=1.[CH:25]1[C:37]2[NH:36][C:35]3[C:30](=[CH:31][CH:32]=[CH:33][CH:34]=3)[C:29]=2[CH:28]=[CH:27][CH:26]=1.CC(C)([O-])C.[Na+].C(P(C(C)(C)C)C(C)(C)C)(C)(C)C. Given the product [C:19]1([C:10]2[CH:11]=[C:12]([C:13]3[CH:18]=[CH:17][CH:16]=[CH:15][CH:14]=3)[N:8]([C:5]3[CH:6]=[CH:7][C:2]([N:36]4[C:37]5[CH:25]=[CH:26][CH:27]=[CH:28][C:29]=5[C:30]5[C:35]4=[CH:34][CH:33]=[CH:32][CH:31]=5)=[CH:3][CH:4]=3)[N:9]=2)[CH:24]=[CH:23][CH:22]=[CH:21][CH:20]=1, predict the reactants needed to synthesize it. (5) Given the product [Cl:1][C:2]1[C:37]([Cl:38])=[CH:36][C:5]2[N:6]=[C:7]([C:9]3[NH:10][C:11]4[C:16]([CH:17]=3)=[CH:15][C:14]([CH:18]=[C:19]3[S:23][C:22](=[O:24])[NH:21][C:20]3=[O:25])=[CH:13][CH:12]=4)[NH:8][C:4]=2[CH:3]=1, predict the reactants needed to synthesize it. The reactants are: [Cl:1][C:2]1[C:37]([Cl:38])=[CH:36][C:5]2[N:6]=[C:7]([C:9]3[N:10](S(C4C=CC(C)=CC=4)(=O)=O)[C:11]4[C:16]([CH:17]=3)=[CH:15][C:14]([CH:18]=[C:19]3[S:23][C:22](=[O:24])[NH:21][C:20]3=[O:25])=[CH:13][CH:12]=4)[NH:8][C:4]=2[CH:3]=1.[OH-].[Na+]. (6) Given the product [CH3:12][O:13][C:14](=[O:22])[C:15]1[CH:20]=[CH:19][C:18]([N:21]2[CH:8]([C:7]3[CH:10]=[CH:11][C:4]([CH:1]([CH3:3])[CH3:2])=[CH:5][CH:6]=3)[C:28]([C:29](=[O:37])[C:30]3[CH:35]=[CH:34][C:33]([CH3:36])=[CH:32][CH:31]=3)=[C:27]([OH:38])[C:26]2=[O:25])=[N:17][CH:16]=1, predict the reactants needed to synthesize it. The reactants are: [CH:1]([C:4]1[CH:11]=[CH:10][C:7]([CH:8]=O)=[CH:6][CH:5]=1)([CH3:3])[CH3:2].[CH3:12][O:13][C:14](=[O:22])[C:15]1[CH:20]=[CH:19][C:18]([NH2:21])=[N:17][CH:16]=1.C([O:25][C:26](=O)[C:27]([OH:38])=[CH:28][C:29](=[O:37])[C:30]1[CH:35]=[CH:34][C:33]([CH3:36])=[CH:32][CH:31]=1)C. (7) Given the product [CH2:3]([NH:10][C:11](=[O:34])[N:12]([C:14]1[CH:15]=[C:16]([C:20]2[CH:25]=[CH:24][C:23]([CH2:26][CH2:27][C:28]([OH:30])=[O:29])=[CH:22][C:21]=2[O:32][CH3:33])[CH:17]=[CH:18][CH:19]=1)[CH3:13])[CH2:4][CH2:5][CH2:6][CH2:7][CH2:8][CH3:9], predict the reactants needed to synthesize it. The reactants are: [OH-].[Na+].[CH2:3]([NH:10][C:11](=[O:34])[N:12]([C:14]1[CH:15]=[C:16]([C:20]2[CH:25]=[CH:24][C:23]([CH2:26][CH2:27][C:28]([O:30]C)=[O:29])=[CH:22][C:21]=2[O:32][CH3:33])[CH:17]=[CH:18][CH:19]=1)[CH3:13])[CH2:4][CH2:5][CH2:6][CH2:7][CH2:8][CH3:9].O.C(O)(=O)C.